Task: Predict the reactants needed to synthesize the given product.. Dataset: Full USPTO retrosynthesis dataset with 1.9M reactions from patents (1976-2016) (1) Given the product [C:1]([O:4][C@H:5]([CH3:20])[CH2:6][CH2:7][CH2:8][CH2:9][N:10]1[C:15](=[O:16])[C:14]2[C:24](=[O:25])[CH:23]=[C:22]([CH3:21])[NH:17][C:13]=2[N:12]([CH3:18])[C:11]1=[O:19])(=[O:3])[CH3:2], predict the reactants needed to synthesize it. The reactants are: [C:1]([O:4][C@H:5]([CH3:20])[CH2:6][CH2:7][CH2:8][CH2:9][N:10]1[C:15](=[O:16])[CH:14]=[C:13]([NH2:17])[N:12]([CH3:18])[C:11]1=[O:19])(=[O:3])[CH3:2].[CH2:21]=[C:22]1O[C:24](=[O:25])[CH2:23]1.C1(C=CC(O)=CC=1)O. (2) Given the product [Cl:11][C:8]1[CH:9]=[C:10]2[C:5](=[CH:6][CH:7]=1)[NH:4][C:3](=[O:12])[C:2]2([NH:21][C@@H:22]([CH2:28][C:29]1[CH:30]=[N:31][CH:32]=[CH:33][CH:34]=1)[C:23]([N:25]([CH3:27])[CH3:26])=[O:24])[C:13]1[CH:18]=[CH:17][CH:16]=[CH:15][C:14]=1[O:19][CH3:20], predict the reactants needed to synthesize it. The reactants are: Cl[C:2]1([C:13]2[CH:18]=[CH:17][CH:16]=[CH:15][C:14]=2[O:19][CH3:20])[C:10]2[C:5](=[CH:6][CH:7]=[C:8]([Cl:11])[CH:9]=2)[NH:4][C:3]1=[O:12].[NH2:21][C@@H:22]([CH2:28][C:29]1[CH:30]=[N:31][CH:32]=[CH:33][CH:34]=1)[C:23]([N:25]([CH3:27])[CH3:26])=[O:24]. (3) Given the product [ClH:47].[OH:46][C:43]1[CH:44]=[CH:45][C:40]([CH:32]([C:33]2[CH:38]=[CH:37][C:36]([OH:39])=[CH:35][CH:34]=2)[CH2:31][NH:30][C:9]2[N:8]=[C:7]([N:4]3[CH2:5][CH2:6][C@@H:2]([NH:1][C:72]([NH:74][CH2:75][C:76]4[CH:81]=[CH:80][CH:79]=[CH:78][N:77]=4)=[O:73])[CH2:3]3)[N:15]=[C:14]3[C:10]=2[N:11]=[CH:12][N:13]3[C@@H:16]2[CH2:20][C@H:19]([N:21]3[N:25]=[N:24][C:23]([CH2:26][CH3:27])=[N:22]3)[C@@H:18]([OH:28])[C@H:17]2[OH:29])=[CH:41][CH:42]=1, predict the reactants needed to synthesize it. The reactants are: [NH2:1][C@@H:2]1[CH2:6][CH2:5][N:4]([C:7]2[N:15]=[C:14]3[C:10]([N:11]=[CH:12][N:13]3[C@@H:16]3[CH2:20][C@H:19]([N:21]4[N:25]=[N:24][C:23]([CH2:26][CH3:27])=[N:22]4)[C@@H:18]([OH:28])[C@H:17]3[OH:29])=[C:9]([NH:30][CH2:31][CH:32]([C:40]3[CH:45]=[CH:44][C:43]([OH:46])=[CH:42][CH:41]=3)[C:33]3[CH:38]=[CH:37][C:36]([OH:39])=[CH:35][CH:34]=3)[N:8]=2)[CH2:3]1.[ClH:47].C1(C(C2C=CC=CC=2)CNC2N=C(N3CC[C@@H](N[C:72]([NH:74][CH2:75][C:76]4[CH:81]=[CH:80][CH:79]=[CH:78][N:77]=4)=[O:73])C3)N=C3C=2N=CN3[C@@H]2C[C@H](N3N=NC(CC)=N3)[C@@H](O)[C@H]2O)C=CC=CC=1. (4) The reactants are: [CH:1]1([C:4]([NH:6][C:7]2[N:8]=[C:9]3[CH:14]=[CH:13][C:12]([S:15][C:16]4[CH:24]=[CH:23][CH:22]=[CH:21][C:17]=4[C:18](O)=[O:19])=[N:11][N:10]3[CH:25]=2)=[O:5])[CH2:3][CH2:2]1.[CH2:26]([NH2:33])[C:27]1[CH:32]=[CH:31][CH:30]=[CH:29][CH:28]=1.F[P-](F)(F)(F)(F)F.N1(OC(N(C)C)=[N+](C)C)C2N=CC=CC=2N=N1.C(N(CC)C(C)C)(C)C. Given the product [CH2:26]([NH:33][C:18](=[O:19])[C:17]1[CH:21]=[CH:22][CH:23]=[CH:24][C:16]=1[S:15][C:12]1[CH:13]=[CH:14][C:9]2[N:10]([CH:25]=[C:7]([NH:6][C:4]([CH:1]3[CH2:2][CH2:3]3)=[O:5])[N:8]=2)[N:11]=1)[C:27]1[CH:32]=[CH:31][CH:30]=[CH:29][CH:28]=1, predict the reactants needed to synthesize it. (5) Given the product [CH3:18][O:17][CH2:16][CH2:15][O:14][C:11]1[CH:10]=[N:9][C:8]([C:4]2[CH:5]=[CH:6][CH:7]=[C:2]([B:19]3[O:23][C:22]([CH3:25])([CH3:24])[C:21]([CH3:27])([CH3:26])[O:20]3)[CH:3]=2)=[N:13][CH:12]=1, predict the reactants needed to synthesize it. The reactants are: Cl[C:2]1[CH:3]=[C:4]([C:8]2[N:13]=[CH:12][C:11]([O:14][CH2:15][CH2:16][O:17][CH3:18])=[CH:10][N:9]=2)[CH:5]=[CH:6][CH:7]=1.[B:19]1([B:19]2[O:23][C:22]([CH3:25])([CH3:24])[C:21]([CH3:27])([CH3:26])[O:20]2)[O:23][C:22]([CH3:25])([CH3:24])[C:21]([CH3:27])([CH3:26])[O:20]1.CC(C1C=C(C(C)C)C(C2C=CC=CC=2P(C2CCCCC2)C2CCCCC2)=C(C(C)C)C=1)C.CC([O-])=O.[K+].